This data is from Forward reaction prediction with 1.9M reactions from USPTO patents (1976-2016). The task is: Predict the product of the given reaction. (1) The product is: [F:29][C:30]1[CH:37]=[CH:36][C:33]([CH2:34][N:26]2[CH2:27][CH2:28][CH:23]([C:20]3[C:9]4[N:10]=[C:11]([C:13]5[CH:14]=[C:15]([OH:19])[CH:16]=[CH:17][CH:18]=5)[N:12]=[C:7]([N:1]5[CH2:6][CH2:5][O:4][CH2:3][CH2:2]5)[C:8]=4[NH:22][CH:21]=3)[CH2:24][CH2:25]2)=[CH:32][CH:31]=1. Given the reactants [N:1]1([C:7]2[C:8]3[NH:22][CH:21]=[C:20]([CH:23]4[CH2:28][CH2:27][NH:26][CH2:25][CH2:24]4)[C:9]=3[N:10]=[C:11]([C:13]3[CH:14]=[C:15]([OH:19])[CH:16]=[CH:17][CH:18]=3)[N:12]=2)[CH2:6][CH2:5][O:4][CH2:3][CH2:2]1.[F:29][C:30]1[CH:37]=[CH:36][C:33]([CH:34]=O)=[CH:32][CH:31]=1.[BH3-]C#N.[Na+], predict the reaction product. (2) Given the reactants [OH:1][C@@H:2]([CH2:18][CH2:19][CH2:20][CH3:21])[C@H:3]([NH:10]C(=O)OC(C)(C)C)[CH2:4][C:5]1[CH:9]=[CH:8][S:7][CH:6]=1.C([C@H](NC(=O)OC(C)(C)C)[C@@H](O)CCCC)C1C=CC=CC=1, predict the reaction product. The product is: [NH2:10][C@@H:3]([C@@H:2]([OH:1])[CH2:18][CH2:19][CH2:20][CH3:21])[CH2:4][C:5]1[CH:9]=[CH:8][S:7][CH:6]=1. (3) Given the reactants [OH:1][CH2:2][C:3]1[C:8]([NH:9][C:10]([O:12][CH2:13][CH3:14])=[O:11])=[CH:7][C:6]([C:15]2[CH:16]=[CH:17][C:18](=[O:24])[N:19]([CH:21]([CH3:23])[CH3:22])[N:20]=2)=[C:5]([C:25]2[CH:30]=[CH:29][CH:28]=[CH:27][CH:26]=2)[N:4]=1.[C:31](OC(=O)C)(=[O:33])[CH3:32].CO, predict the reaction product. The product is: [C:31]([O:1][CH2:2][C:3]1[C:8]([NH:9][C:10]([O:12][CH2:13][CH3:14])=[O:11])=[CH:7][C:6]([C:15]2[CH:16]=[CH:17][C:18](=[O:24])[N:19]([CH:21]([CH3:22])[CH3:23])[N:20]=2)=[C:5]([C:25]2[CH:26]=[CH:27][CH:28]=[CH:29][CH:30]=2)[N:4]=1)(=[O:33])[CH3:32]. (4) The product is: [CH:21]1([C:5]([C:4]2[CH:16]=[C:17]([Cl:19])[CH:18]=[C:2]([Cl:1])[C:3]=2[OH:20])=[O:6])[CH2:23][CH2:22]1. Given the reactants [Cl:1][C:2]1[C:3]([OH:20])=[C:4]([CH:16]=[C:17]([Cl:19])[CH:18]=1)[C:5](N1C2C=CC=CC=2N=N1)=[O:6].[CH:21]1([Mg]Br)[CH2:23][CH2:22]1, predict the reaction product. (5) Given the reactants [CH:1]([C:4]1[CH:9]=[CH:8][C:7]([CH:10]2[C:14]3[C:15]([CH3:29])=[C:16]([NH:21][C:22]([C:24]4[S:25][CH:26]=[CH:27][CH:28]=4)=O)[C:17]([CH3:20])=[C:18]([CH3:19])[C:13]=3[O:12][C:11]2([CH3:31])[CH3:30])=[CH:6][CH:5]=1)([CH3:3])[CH3:2], predict the reaction product. The product is: [CH:1]([C:4]1[CH:5]=[CH:6][C:7]([CH:10]2[C:14]3[C:15]([CH3:29])=[C:16]([NH:21][CH2:22][C:24]4[S:25][CH:26]=[CH:27][CH:28]=4)[C:17]([CH3:20])=[C:18]([CH3:19])[C:13]=3[O:12][C:11]2([CH3:31])[CH3:30])=[CH:8][CH:9]=1)([CH3:3])[CH3:2]. (6) Given the reactants [Cl:1][C:2]1[CH:32]=[CH:31][CH:30]=[C:29]([CH:33]2[CH2:35][CH2:34]2)[C:3]=1[C:4]([N:6]1[C:14]2[C:9](=[C:10]([F:15])[CH:11]=[CH:12][CH:13]=2)[C:8]([C:16]2[CH2:21][CH2:20][CH:19]([C:22]([O:24]C(C)(C)C)=[O:23])[CH2:18][CH:17]=2)=[N:7]1)=[O:5].C(O)(C(F)(F)F)=O, predict the reaction product. The product is: [Cl:1][C:2]1[CH:32]=[CH:31][CH:30]=[C:29]([CH:33]2[CH2:34][CH2:35]2)[C:3]=1[C:4]([N:6]1[C:14]2[C:9](=[C:10]([F:15])[CH:11]=[CH:12][CH:13]=2)[C:8]([C:16]2[CH2:21][CH2:20][CH:19]([C:22]([OH:24])=[O:23])[CH2:18][CH:17]=2)=[N:7]1)=[O:5]. (7) The product is: [CH2:19]([N:13]1[CH2:14][CH2:15][CH:11]([C@H:9]2[CH2:10][C@@H:8]2[C:6]([O:5][C:1]([CH3:4])([CH3:2])[CH3:3])=[O:7])[C:12]1=[O:16])[C:20]1[CH:25]=[CH:24][CH:23]=[CH:22][CH:21]=1. Given the reactants [C:1]([O:5][C:6]([C@H:8]1[CH2:10][C@@H:9]1[CH:11]1[CH2:15][CH2:14][NH:13][C:12]1=[O:16])=[O:7])([CH3:4])([CH3:3])[CH3:2].[H-].[Na+].[CH2:19](Cl)[C:20]1[CH:25]=[CH:24][CH:23]=[CH:22][CH:21]=1.[Cl-].[NH4+], predict the reaction product. (8) Given the reactants BrC1C=CC(OC2C=CC(C#N)=C(Cl)N=2)=CC=1C1OCCO1.[Br:23][C:24]1[CH:39]=[CH:38][C:27]([O:28][C:29]2[N:36]=[C:35](Cl)[CH:34]=[CH:33][C:30]=2[C:31]#[N:32])=[CH:26][C:25]=1[CH:40]1[O:44][CH2:43][CH2:42][O:41]1.BrC1C=CC(OC2C=CC(C#N)=[C:53]([N:59]([CH2:61][CH2:62][O:63]C)C)N=2)=CC=1C=O, predict the reaction product. The product is: [Br:23][C:24]1[CH:39]=[CH:38][C:27]([O:28][C:29]2[N:36]=[C:35]([N:59]([CH2:61][CH2:62][OH:63])[CH3:53])[CH:34]=[CH:33][C:30]=2[C:31]#[N:32])=[CH:26][C:25]=1[CH:40]1[O:44][CH2:43][CH2:42][O:41]1.